From a dataset of Forward reaction prediction with 1.9M reactions from USPTO patents (1976-2016). Predict the product of the given reaction. Given the reactants Cl[C:2]1[CH:7]=[CH:6][N:5]=[CH:4][CH:3]=1.[CH2:8]([CH2:10][NH2:11])[OH:9], predict the reaction product. The product is: [OH:9][CH2:8][CH2:10][NH:11][C:2]1[CH:7]=[CH:6][N:5]=[CH:4][CH:3]=1.